The task is: Predict the reactants needed to synthesize the given product.. This data is from Full USPTO retrosynthesis dataset with 1.9M reactions from patents (1976-2016). (1) Given the product [ClH:12].[Br:1][C:2]1[CH:3]=[C:4]2[C:9](=[CH:10][CH:11]=1)[N:8]=[CH:7][CH:6]=[C:5]2[Cl:12], predict the reactants needed to synthesize it. The reactants are: [Br:1][C:2]1[CH:3]=[C:4]2[C:9](=[CH:10][CH:11]=1)[N:8]=[CH:7][CH:6]=[C:5]2[Cl:12].Cl.C(OCC)C. (2) Given the product [CH3:1][C:2]1[N:3]=[C:4]([C@H:7]2[CH2:11][CH2:10][CH2:9][CH2:12][NH:8]2)[S:5][CH:6]=1.[CH3:11][C:7]1[N:8]=[C:25]([C@H:20]2[CH2:21][CH2:22][CH2:23][CH2:24][N:19]2[C:17]([O:16][C:12]([CH3:15])([CH3:14])[CH3:13])=[O:18])[S:5][CH:4]=1, predict the reactants needed to synthesize it. The reactants are: [CH3:1][C:2]1[N:3]=[C:4]([C@H:7]2[CH2:11][CH2:10][CH2:9][NH:8]2)[S:5][CH:6]=1.[C:12]([O:16][C:17]([N:19]1[CH2:24][CH2:23][CH2:22][CH2:21][C@@H:20]1[C:25](O)=O)=[O:18])([CH3:15])([CH3:14])[CH3:13]. (3) Given the product [CH:1]([N:4]1[CH2:9][CH2:8][N:7]([C:10]2[CH:11]=[CH:12][C:13]([NH2:16])=[CH:14][CH:15]=2)[CH2:6][CH2:5]1)([CH3:3])[CH3:2], predict the reactants needed to synthesize it. The reactants are: [CH:1]([N:4]1[CH2:9][CH2:8][N:7]([C:10]2[CH:15]=[CH:14][C:13]([N+:16]([O-])=O)=[CH:12][CH:11]=2)[CH2:6][CH2:5]1)([CH3:3])[CH3:2].O.O.[Sn](Cl)Cl.Cl. (4) Given the product [F:1][C:2]1[CH:7]=[CH:6][C:5]([C:8]2[C:9]([C:16]3[CH:21]=[CH:20][N:19]=[CH:18][CH:17]=3)=[N:10][N:11]([CH2:13][CH2:14][N:32]([CH3:40])[CH3:33])[CH:12]=2)=[CH:4][CH:3]=1, predict the reactants needed to synthesize it. The reactants are: [F:1][C:2]1[CH:7]=[CH:6][C:5]([C:8]2[C:9]([C:16]3[CH:21]=[CH:20][N:19]=[CH:18][CH:17]=3)=[N:10][N:11]([CH2:13][CH2:14]O)[CH:12]=2)=[CH:4][CH:3]=1.FC1C=CC(C2C=N[N:32]([CH2:40]CO)[C:33]=2C2C=CN=CC=2)=CC=1.CS(Cl)(=O)=O. (5) Given the product [Br:1][C:2]1[N:7]=[CH:6][C:5]2[C:8]([C:15]([NH:51][CH:52]3[CH2:53][CH2:54][N:55]([C:58]([O:60][C:61]([CH3:64])([CH3:63])[CH3:62])=[O:59])[CH2:56][CH2:57]3)=[O:17])=[CH:9][N:10]([CH:11]([CH2:13][CH3:14])[CH3:12])[C:4]=2[CH:3]=1, predict the reactants needed to synthesize it. The reactants are: [Br:1][C:2]1[N:7]=[CH:6][C:5]2[C:8]([C:15]([OH:17])=O)=[CH:9][N:10]([CH:11]([CH2:13][CH3:14])[CH3:12])[C:4]=2[CH:3]=1.C(N(CC)C(C)C)(C)C.F[P-](F)(F)(F)(F)F.N1(OC(N(C)C)=[N+](C)C)C2C=CC=CC=2N=N1.[NH2:51][CH:52]1[CH2:57][CH2:56][N:55]([C:58]([O:60][C:61]([CH3:64])([CH3:63])[CH3:62])=[O:59])[CH2:54][CH2:53]1. (6) Given the product [CH3:3][CH:2]([C:4]1[CH:9]=[CH:8][CH:7]=[CH:6][C:5]=1[N:10]1[CH:15]=[CH:14][CH:13]=[C:12]([C:16]([OH:18])=[O:17])[C:11]1=[O:20])[CH3:1], predict the reactants needed to synthesize it. The reactants are: [CH3:1][CH:2]([C:4]1[CH:9]=[CH:8][CH:7]=[CH:6][C:5]=1[N:10]1[CH:15]=[CH:14][CH:13]=[C:12]([C:16]([O:18]C)=[O:17])[C:11]1=[O:20])[CH3:3].